From a dataset of Forward reaction prediction with 1.9M reactions from USPTO patents (1976-2016). Predict the product of the given reaction. (1) The product is: [F:17][C:18]1[CH:23]=[CH:22][C:21]([F:24])=[CH:20][C:19]=1[NH:25][CH:26]([C:30]1[CH:31]=[CH:32][CH:33]=[CH:34][CH:35]=1)[C:27]([O:29][C@@H:48]1[CH:49]2[CH2:52][CH2:53][N:46]([CH2:51][CH2:50]2)[CH2:47]1)=[O:28]. Given the reactants C1CCC(N=C=NC2CCCCC2)CC1.Cl.[F:17][C:18]1[CH:23]=[CH:22][C:21]([F:24])=[CH:20][C:19]=1[NH:25][CH:26]([C:30]1[CH:35]=[CH:34][CH:33]=[CH:32][CH:31]=1)[C:27]([OH:29])=[O:28].C1C=CC2N(O)N=NC=2C=1.[N:46]12[CH2:53][CH2:52][CH:49]([CH2:50][CH2:51]1)[C@@H:48](O)[CH2:47]2, predict the reaction product. (2) Given the reactants [CH3:1][O:2][CH2:3][C:4](Cl)=[O:5].[CH3:7][O:8][C:9]([C:11]1[CH:12]=[C:13]([CH3:37])[C:14]2[O:20][C:19]3[C:21]([Cl:33])=[CH:22][C:23]([NH:25][CH2:26][CH2:27][N:28]4[CH2:32][CH2:31][CH2:30][CH2:29]4)=[CH:24][C:18]=3[CH2:17][S:16](=[O:35])(=[O:34])[C:15]=2[CH:36]=1)=[O:10].CO, predict the reaction product. The product is: [CH3:7][O:8][C:9]([C:11]1[CH:12]=[C:13]([CH3:37])[C:14]2[O:20][C:19]3[C:21]([Cl:33])=[CH:22][C:23]([N:25]([C:4](=[O:5])[CH2:3][O:2][CH3:1])[CH2:26][CH2:27][N:28]4[CH2:29][CH2:30][CH2:31][CH2:32]4)=[CH:24][C:18]=3[CH2:17][S:16](=[O:34])(=[O:35])[C:15]=2[CH:36]=1)=[O:10].